From a dataset of Reaction yield outcomes from USPTO patents with 853,638 reactions. Predict the reaction yield, written as a fraction of the theoretical maximum amount of product (1.0 means a 100% yield; for example, 0.34 means a 34% yield). (1) The reactants are [C:1](=[O:16])([O:14][CH3:15])[O:2][C:3]1[CH:8]=[CH:7][C:6]([F:9])=[CH:5][C:4]=1[C:10]([CH3:13])([CH3:12])[CH3:11].[N+:17]([O-:20])([OH:19])=[O:18]. The catalyst is OS(O)(=O)=O. The product is [C:1](=[O:16])([O:14][CH3:15])[O:2][C:3]1[CH:8]=[C:7]([N+:17]([O-:19])=[O:18])[C:6]([F:9])=[CH:5][C:4]=1[C:10]([CH3:11])([CH3:12])[CH3:13].[C:1](=[O:16])([O:14][CH3:15])[O:2][C:3]1[C:8]([N+:17]([O-:20])=[O:18])=[CH:7][C:6]([F:9])=[CH:5][C:4]=1[C:10]([CH3:11])([CH3:12])[CH3:13]. The yield is 0.550. (2) The reactants are C([O:3][C:4]1[CH2:9][O:8][CH2:7][C:6]([C:11]2[CH:12]=[C:13]([NH:17][C:18]([C:20]3[C:25]([F:26])=[CH:24][C:23]([F:27])=[CH:22][N:21]=3)=[O:19])[CH:14]=[CH:15][CH:16]=2)([CH3:10])[N:5]=1)C.[Cl-].[NH4+]. The catalyst is CO. The product is [CH3:10][C:6]1([C:11]2[CH:12]=[C:13]([NH:17][C:18]([C:20]3[C:25]([F:26])=[CH:24][C:23]([F:27])=[CH:22][N:21]=3)=[O:19])[CH:14]=[CH:15][CH:16]=2)[CH2:7][O:8][CH2:9][C:4](=[O:3])[NH:5]1. The yield is 0.380. (3) The reactants are [Cl:1][C:2]1[CH:3]=[CH:4][C:5]([NH:8][C:9](=[O:19])[C:10]2[CH:15]=[CH:14][CH:13]=[CH:12][C:11]=2[N+:16]([O-])=O)=[N:6][CH:7]=1. The catalyst is C1COCC1.C(OCC)(=O)C.[Ni]. The product is [Cl:1][C:2]1[CH:3]=[CH:4][C:5]([NH:8][C:9](=[O:19])[C:10]2[CH:15]=[CH:14][CH:13]=[CH:12][C:11]=2[NH2:16])=[N:6][CH:7]=1. The yield is 0.830. (4) The reactants are Cl.[Cl:2][C:3]1[CH:8]=[CH:7][C:6]([C:9]2([NH2:12])[CH2:11][CH2:10]2)=[CH:5][CH:4]=1.CN(C(ON1N=NC2C=CC=NC1=2)=[N+](C)C)C.F[P-](F)(F)(F)(F)F.CCN(C(C)C)C(C)C.[F:46][C:47]1[CH:52]=[CH:51][C:50]([C:53]2[O:54][C:55]3[CH:65]=[CH:64][C:63]([C:66]4[CH:67]=[C:68]([CH:72]=[CH:73][CH:74]=4)[C:69](O)=[O:70])=[CH:62][C:56]=3[C:57]=2[C:58](=[O:61])[NH:59][CH3:60])=[CH:49][CH:48]=1. The catalyst is CN(C=O)C.CCOC(C)=O. The product is [Cl:2][C:3]1[CH:4]=[CH:5][C:6]([C:9]2([NH:12][C:69]([C:68]3[CH:67]=[C:66]([C:63]4[CH:64]=[CH:65][C:55]5[O:54][C:53]([C:50]6[CH:51]=[CH:52][C:47]([F:46])=[CH:48][CH:49]=6)=[C:57]([C:58]([NH:59][CH3:60])=[O:61])[C:56]=5[CH:62]=4)[CH:74]=[CH:73][CH:72]=3)=[O:70])[CH2:10][CH2:11]2)=[CH:7][CH:8]=1. The yield is 0.140. (5) The reactants are [CH3:1][C:2]1[CH:7]=[CH:6][CH:5]=[C:4]([CH3:8])[C:3]=1[N:9]1[C:13](=[O:14])[CH2:12][CH:11]([C:15]([O:17][CH3:18])=[O:16])[CH2:10]1.C[Si]([N-][Si](C)(C)C)(C)C.[Li+].[CH2:29]1[CH2:33]OC[CH2:30]1. No catalyst specified. The product is [CH3:1][C:2]1[CH:7]=[CH:6][CH:5]=[C:4]([CH3:8])[C:3]=1[N:9]1[CH2:10][C:11]2([C:15]([O:17][CH3:18])=[O:16])[CH2:30][CH2:29][CH2:33][CH:12]2[C:13]1=[O:14]. The yield is 0.320. (6) The reactants are [CH2:1]([O:4][C:5]1([CH3:32])[CH2:10][CH2:9][N:8]([C:11]2[N:16]3[CH:17]=[C:18]([C:20]([O:22][CH2:23][CH3:24])=[O:21])[N:19]=[C:15]3[CH:14]=[C:13]([CH3:25])[C:12]=2[C:26](=[O:31])[C:27]([O:29][CH3:30])=[O:28])[CH2:7][CH2:6]1)[CH:2]=[CH2:3].CB1N2CCC[C@@H]2C(C2C=CC=CC=2)(C2C=CC=CC=2)O1.C1(C)C=CC=CC=1.C(#N)C.C(=O)=O. The catalyst is C1(C)C=CC=CC=1.CCOC(C)=O.C([O-])(O)=O.[Na+]. The product is [CH2:1]([O:4][C:5]1([CH3:32])[CH2:6][CH2:7][N:8]([C:11]2[N:16]3[CH:17]=[C:18]([C:20]([O:22][CH2:23][CH3:24])=[O:21])[N:19]=[C:15]3[CH:14]=[C:13]([CH3:25])[C:12]=2[C@H:26]([OH:31])[C:27]([O:29][CH3:30])=[O:28])[CH2:9][CH2:10]1)[CH:2]=[CH2:3]. The yield is 1.00. (7) The reactants are [Br:1][C:2]1[C:3]([F:20])=[C:4]([F:19])[C:5]([NH:11][C:12]2[CH:17]=[CH:16][CH:15]=[CH:14][C:13]=2[Cl:18])=[C:6]([CH:10]=1)[C:7]([OH:9])=[O:8].[CH2:21]1COCC1.C[Si](C=[N+]=[N-])(C)C. The catalyst is CO. The product is [CH3:21][O:8][C:7](=[O:9])[C:6]1[CH:10]=[C:2]([Br:1])[C:3]([F:20])=[C:4]([F:19])[C:5]=1[NH:11][C:12]1[CH:17]=[CH:16][CH:15]=[CH:14][C:13]=1[Cl:18]. The yield is 0.930. (8) The catalyst is CN(C=O)C. The yield is 0.330. The product is [CH3:1][O:2][C:3](=[O:13])[C:4]1[CH:9]=[CH:8][C:7]([CH2:10][N:16]([CH:17]=[O:18])[CH:14]=[O:15])=[N:6][C:5]=1[Cl:12]. The reactants are [CH3:1][O:2][C:3](=[O:13])[C:4]1[CH:9]=[CH:8][C:7]([CH2:10]Br)=[N:6][C:5]=1[Cl:12].[CH:14]([NH2:16])=[O:15].[CH:17](N)=[O:18].[Na]. (9) The reactants are [CH:1]1([CH2:4][O:5][NH:6][C:7]([C:9]2[C:10]([NH:20][C:21]3[CH:26]=[CH:25][C:24]([Br:27])=[CH:23][C:22]=3[Cl:28])=[C:11]([F:19])[C:12]3[O:16][N:15]=[C:14]([CH3:17])[C:13]=3[CH:18]=2)=[O:8])CC1.C1C=CC2N(O)N=NC=2C=1.CCN(CC)CC.[CH:46]([O:48]CCON)=[CH2:47].CCN=C=NCCCN(C)C. The catalyst is CN(C=O)C.CCOC(C)=O. The product is [CH:46]([O:48][CH2:1][CH2:4][O:5][NH:6][C:7]([C:9]1[C:10]([NH:20][C:21]2[CH:26]=[CH:25][C:24]([Br:27])=[CH:23][C:22]=2[Cl:28])=[C:11]([F:19])[C:12]2[O:16][N:15]=[C:14]([CH3:17])[C:13]=2[CH:18]=1)=[O:8])=[CH2:47]. The yield is 0.630. (10) The reactants are [NH2:1][C:2]1[N:7]=[CH:6][N:5]=[C:4]2[N:8]([C@@H:12]3[CH2:17][CH2:16][CH2:15][N:14]([C:18]([O:20][C:21]([CH3:24])([CH3:23])[CH3:22])=[O:19])[CH2:13]3)[N:9]=[C:10](I)[C:3]=12.[Cl-].B([C:29]1[CH:34]=[CH:33][C:32]([NH3+:35])=[CH:31][CH:30]=1)(O)O.COCCOC.C(=O)([O-])[O-].[Na+].[Na+]. The catalyst is C1C=CC([P]([Pd]([P](C2C=CC=CC=2)(C2C=CC=CC=2)C2C=CC=CC=2)([P](C2C=CC=CC=2)(C2C=CC=CC=2)C2C=CC=CC=2)[P](C2C=CC=CC=2)(C2C=CC=CC=2)C2C=CC=CC=2)(C2C=CC=CC=2)C2C=CC=CC=2)=CC=1.O. The product is [NH2:1][C:2]1[N:7]=[CH:6][N:5]=[C:4]2[N:8]([C@@H:12]3[CH2:17][CH2:16][CH2:15][N:14]([C:18]([O:20][C:21]([CH3:24])([CH3:23])[CH3:22])=[O:19])[CH2:13]3)[N:9]=[C:10]([C:29]3[CH:34]=[CH:33][C:32]([NH2:35])=[CH:31][CH:30]=3)[C:3]=12. The yield is 0.810.